From a dataset of Peptide-MHC class I binding affinity with 185,985 pairs from IEDB/IMGT. Regression. Given a peptide amino acid sequence and an MHC pseudo amino acid sequence, predict their binding affinity value. This is MHC class I binding data. (1) The peptide sequence is VSSGKNIKR. The MHC is HLA-A11:01 with pseudo-sequence HLA-A11:01. The binding affinity (normalized) is 0.227. (2) The peptide sequence is QRNGRIDRY. The MHC is HLA-A26:03 with pseudo-sequence HLA-A26:03. The binding affinity (normalized) is 0.0847. (3) The peptide sequence is FTPSDYFPSV. The MHC is HLA-A02:05 with pseudo-sequence HLA-A02:05. The binding affinity (normalized) is 0.737. (4) The binding affinity (normalized) is 0.0847. The MHC is HLA-A02:12 with pseudo-sequence HLA-A02:12. The peptide sequence is HWMDATFNI. (5) The peptide sequence is GTSGVESAV. The MHC is HLA-A68:02 with pseudo-sequence HLA-A68:02. The binding affinity (normalized) is 0.397.